This data is from Forward reaction prediction with 1.9M reactions from USPTO patents (1976-2016). The task is: Predict the product of the given reaction. (1) Given the reactants [CH3:1][C:2]1[CH:3]=[C:4]([O:9][CH3:10])[CH:5]=[C:6]([CH3:8])[CH:7]=1.Cl[S:12]([OH:15])(=O)=[O:13].[Cl-].[Na+].[CH3:18][NH:19][CH:20](O)[CH3:21].Cl.[OH2:24], predict the reaction product. The product is: [OH:24][CH2:21][CH2:20][N:19]([CH3:18])[S:12]([C:7]1[C:6]([CH3:8])=[CH:5][C:4]([O:9][CH3:10])=[CH:3][C:2]=1[CH3:1])(=[O:15])=[O:13]. (2) The product is: [Cl:1][C:2]1[N:7]=[C:6]([NH:8][NH:9][C:10](=[O:30])[C@H:11]([CH2:24][CH:25]2[CH2:26][CH2:27][CH2:28][CH2:29]2)[CH2:12][N:13]([OH:16])[CH:14]=[O:15])[C:5]([F:31])=[C:4]([N:32]2[CH2:37][CH2:36][N:35]([CH3:38])[CH2:34][C@H:33]2[CH3:39])[N:3]=1. Given the reactants [Cl:1][C:2]1[N:7]=[C:6]([NH:8][NH:9][C:10](=[O:30])[C@H:11]([CH2:24][CH:25]2[CH2:29][CH2:28][CH2:27][CH2:26]2)[CH2:12][N:13]([O:16]CC2C=CC=CC=2)[CH:14]=[O:15])[C:5]([F:31])=[C:4]([N:32]2[CH2:37][CH2:36][N:35]([CH3:38])[CH2:34][C@H:33]2[CH3:39])[N:3]=1.ClC1N=C(Cl)C(F)=C(Cl)N=1.C([O-])=O.[NH4+].[NH4+].[OH-].C, predict the reaction product. (3) Given the reactants Cl.Cl.Cl.[O:4]1[C:8]2=[C:9]([N:13]3[CH2:18][CH2:17][N:16]([CH2:19][CH2:20][C@H:21]4[CH2:26][CH2:25][C@H:24]([NH2:27])[CH2:23][CH2:22]4)[CH2:15][CH2:14]3)[N:10]=[CH:11][CH:12]=[C:7]2[CH2:6][CH2:5]1.[C:28]1([C:37]2[CH:42]=[CH:41][CH:40]=[CH:39][CH:38]=2)[CH:33]=[CH:32][C:31]([C:34](O)=[O:35])=[CH:30][CH:29]=1, predict the reaction product. The product is: [O:4]1[C:8]2=[C:9]([N:13]3[CH2:18][CH2:17][N:16]([CH2:19][CH2:20][C@H:21]4[CH2:26][CH2:25][C@H:24]([NH:27][C:34]([C:31]5[CH:32]=[CH:33][C:28]([C:37]6[CH:38]=[CH:39][CH:40]=[CH:41][CH:42]=6)=[CH:29][CH:30]=5)=[O:35])[CH2:23][CH2:22]4)[CH2:15][CH2:14]3)[N:10]=[CH:11][CH:12]=[C:7]2[CH2:6][CH2:5]1. (4) Given the reactants [NH2:1][CH2:2][C:3]1[CH:4]=[C:5]2[C:9](=[CH:10][CH:11]=1)[C:8](=[O:12])[N:7]([CH:13]1[CH2:18][CH2:17][C:16](=[O:19])[NH:15][C:14]1=[O:20])[CH2:6]2.S(O)(=O)(=O)C.[CH2:26]([O:28][C:29]1[CH:34]=[CH:33][CH:32]=[CH:31][C:30]=1[C:35]([F:40])([F:39])[C:36](O)=[O:37])[CH3:27].C(N(C(C)C)CC)(C)C.F[P-](F)(F)(F)(F)F.CN(C(N(C)C)=[N+]1C2C(=NC=CC=2)[N+]([O-])=N1)C, predict the reaction product. The product is: [O:20]=[C:14]1[CH:13]([N:7]2[CH2:6][C:5]3[C:9](=[CH:10][CH:11]=[C:3]([CH2:2][NH:1][C:36](=[O:37])[C:35]([C:30]4[CH:31]=[CH:32][CH:33]=[CH:34][C:29]=4[O:28][CH2:26][CH3:27])([F:40])[F:39])[CH:4]=3)[C:8]2=[O:12])[CH2:18][CH2:17][C:16](=[O:19])[NH:15]1. (5) The product is: [Cl:1][C:2]1[CH:3]=[C:4]([C:9]2([C:32]([F:34])([F:33])[F:35])[O:13][N:12]=[C:11]([C:14]3[CH:15]=[C:16]4[C:20](=[CH:21][CH:22]=3)[CH:19]([NH2:23])[CH2:18][CH2:17]4)[CH2:10]2)[CH:5]=[C:6]([Cl:8])[CH:7]=1. Given the reactants [Cl:1][C:2]1[CH:3]=[C:4]([C:9]2([C:32]([F:35])([F:34])[F:33])[O:13][N:12]=[C:11]([C:14]3[CH:15]=[C:16]4[C:20](=[CH:21][CH:22]=3)[CH:19]([N:23]3CC5C(=CC=CC=5)C3)[CH2:18][CH2:17]4)[CH2:10]2)[CH:5]=[C:6]([Cl:8])[CH:7]=1.O.NN, predict the reaction product.